The task is: Predict the product of the given reaction.. This data is from Forward reaction prediction with 1.9M reactions from USPTO patents (1976-2016). Given the reactants [Cl:1][C:2]1[C:11]2[C:6](=[CH:7][C:8]([O:14][CH3:15])=[C:9]([O:12][CH3:13])[CH:10]=2)[N:5]=[CH:4][CH:3]=1.[OH:16][C:17]1[CH:30]=[CH:29][CH:28]=[CH:27][C:18]=1[C:19]([C:21]1[CH:26]=[CH:25][CH:24]=[CH:23][CH:22]=1)=[O:20].[OH-].[Na+], predict the reaction product. The product is: [ClH:1].[CH3:13][O:12][C:9]1[CH:10]=[C:11]2[C:6](=[CH:7][C:8]=1[O:14][CH3:15])[N:5]=[CH:4][CH:3]=[C:2]2[O:16][C:17]1[CH:30]=[CH:29][CH:28]=[CH:27][C:18]=1[C:19]([C:21]1[CH:22]=[CH:23][CH:24]=[CH:25][CH:26]=1)=[O:20].